Dataset: Full USPTO retrosynthesis dataset with 1.9M reactions from patents (1976-2016). Task: Predict the reactants needed to synthesize the given product. (1) The reactants are: [Br:1][C:2]12[CH:9]([OH:10])[CH2:8][O:7][CH:3]1[O:4][CH2:5][CH2:6]2.C(OC=C)(=O)C.C([O-])(=O)C. Given the product [Br:1][C@:2]12[C@@H:9]([OH:10])[CH2:8][O:7][C@H:3]1[O:4][CH2:5][CH2:6]2, predict the reactants needed to synthesize it. (2) Given the product [CH3:1][O:2][C:3]([C:5]12[CH2:12][CH2:11][C:8]([C:13]([OH:15])=[O:14])([CH2:9][CH2:10]1)[CH2:7][CH2:6]2)=[O:4], predict the reactants needed to synthesize it. The reactants are: [CH3:1][O:2][C:3]([C:5]12[CH2:12][CH2:11][C:8]([C:13]([O:15]C)=[O:14])([CH2:9][CH2:10]1)[CH2:7][CH2:6]2)=[O:4].O.O.O.O.O.O.O.O.[OH-].[Ba+2].[OH-].